This data is from Full USPTO retrosynthesis dataset with 1.9M reactions from patents (1976-2016). The task is: Predict the reactants needed to synthesize the given product. Given the product [Cl:18][C:19]1[CH:20]=[C:21]([C:2]2[C:10]3[N:9]4[CH2:11][CH2:12][NH:13][C:14](=[O:15])[C:8]4=[C:7]([CH3:16])[C:6]=3[CH:5]=[C:4]([F:17])[CH:3]=2)[CH:22]=[CH:23][C:24]=1[Cl:25], predict the reactants needed to synthesize it. The reactants are: Br[C:2]1[C:10]2[N:9]3[CH2:11][CH2:12][NH:13][C:14](=[O:15])[C:8]3=[C:7]([CH3:16])[C:6]=2[CH:5]=[C:4]([F:17])[CH:3]=1.[Cl:18][C:19]1[CH:20]=[C:21](B(O)O)[CH:22]=[CH:23][C:24]=1[Cl:25].